Dataset: Full USPTO retrosynthesis dataset with 1.9M reactions from patents (1976-2016). Task: Predict the reactants needed to synthesize the given product. Given the product [Cl:16][CH2:17][CH2:18][CH2:19]/[C:20](=[CH:5]\[C:4]1[CH:7]=[CH:8][C:9]([N:10]2[CH:14]=[C:13]([CH3:15])[N:12]=[CH:11]2)=[C:2]([F:1])[CH:3]=1)/[C:21]([O:23][C:24]([CH3:27])([CH3:26])[CH3:25])=[O:22], predict the reactants needed to synthesize it. The reactants are: [F:1][C:2]1[CH:3]=[C:4]([CH:7]=[CH:8][C:9]=1[N:10]1[CH:14]=[C:13]([CH3:15])[N:12]=[CH:11]1)[CH:5]=O.[Cl:16][CH2:17][CH2:18][CH2:19][CH:20](P(OCC)(OCC)=O)[C:21]([O:23][C:24]([CH3:27])([CH3:26])[CH3:25])=[O:22].O.[OH-].[Li+].O.C(=O)(O)[O-].[Na+].